This data is from Full USPTO retrosynthesis dataset with 1.9M reactions from patents (1976-2016). The task is: Predict the reactants needed to synthesize the given product. (1) Given the product [F:1][C:2]1[CH:11]=[CH:10][C:9]([F:12])=[C:8]2[C:3]=1[CH2:4][CH2:5][CH:6]1[CH:13]([C:14]([OH:16])=[O:15])[CH:7]12, predict the reactants needed to synthesize it. The reactants are: [F:1][C:2]1[CH:11]=[CH:10][C:9]([F:12])=[C:8]2[C:3]=1[CH2:4][CH2:5][CH:6]1[CH:13]([C:14]([O:16]CC)=[O:15])[CH:7]12.[OH-].[Na+]. (2) Given the product [O:1]1[C:5]2[CH:6]=[CH:7][C:8]([C:20]3[S:21][C:22]4[C:28]([N+:29]([O-:31])=[O:30])=[C:27]([O:32][CH3:33])[CH:26]=[CH:25][C:23]=4[N:24]=3)=[CH:9][C:4]=2[O:3][CH2:2]1, predict the reactants needed to synthesize it. The reactants are: [O:1]1[C:5]2[CH:6]=[CH:7][C:8](B(O)O)=[CH:9][C:4]=2[O:3][CH2:2]1.C(=O)([O-])[O-].[Na+].[Na+].Br[C:20]1[S:21][C:22]2[C:28]([N+:29]([O-:31])=[O:30])=[C:27]([O:32][CH3:33])[CH:26]=[CH:25][C:23]=2[N:24]=1. (3) Given the product [O:19]=[C:11]([CH2:10][CH2:9][C:8](=[O:20])[C:5]1[CH:6]=[CH:7][C:2]([N:23]2[CH2:24][CH2:25][O:21][C:22]2=[O:26])=[CH:3][CH:4]=1)[CH2:12][CH2:13][C:14]([O:16][CH2:17][CH3:18])=[O:15], predict the reactants needed to synthesize it. The reactants are: Br[C:2]1[CH:7]=[CH:6][C:5]([C:8](=[O:20])[CH2:9][CH2:10][C:11](=[O:19])[CH2:12][CH2:13][C:14]([O:16][CH2:17][CH3:18])=[O:15])=[CH:4][CH:3]=1.[O:21]1[CH2:25][CH2:24][NH:23][C:22]1=[O:26].N1CCC[C@H]1C(O)=O.C([O-])([O-])=O.[K+].[K+].